This data is from NCI-60 drug combinations with 297,098 pairs across 59 cell lines. The task is: Regression. Given two drug SMILES strings and cell line genomic features, predict the synergy score measuring deviation from expected non-interaction effect. (1) Drug 1: CS(=O)(=O)C1=CC(=C(C=C1)C(=O)NC2=CC(=C(C=C2)Cl)C3=CC=CC=N3)Cl. Drug 2: C1=NC2=C(N=C(N=C2N1C3C(C(C(O3)CO)O)F)Cl)N. Cell line: EKVX. Synergy scores: CSS=12.3, Synergy_ZIP=0.0945, Synergy_Bliss=-2.48, Synergy_Loewe=-31.2, Synergy_HSA=-3.33. (2) Drug 1: C1=NC2=C(N1)C(=S)N=CN2. Drug 2: CC(C)NC(=O)C1=CC=C(C=C1)CNNC.Cl. Cell line: K-562. Synergy scores: CSS=32.0, Synergy_ZIP=0.901, Synergy_Bliss=4.09, Synergy_Loewe=-21.1, Synergy_HSA=1.05.